From a dataset of NCI-60 drug combinations with 297,098 pairs across 59 cell lines. Regression. Given two drug SMILES strings and cell line genomic features, predict the synergy score measuring deviation from expected non-interaction effect. Cell line: UACC-257. Drug 2: CC12CCC3C(C1CCC2OP(=O)(O)O)CCC4=C3C=CC(=C4)OC(=O)N(CCCl)CCCl.[Na+]. Synergy scores: CSS=3.15, Synergy_ZIP=-2.82, Synergy_Bliss=-6.45, Synergy_Loewe=-12.1, Synergy_HSA=-6.00. Drug 1: C1CC(=O)NC(=O)C1N2CC3=C(C2=O)C=CC=C3N.